This data is from Catalyst prediction with 721,799 reactions and 888 catalyst types from USPTO. The task is: Predict which catalyst facilitates the given reaction. Reactant: [CH2:1]([O:3][C:4](=[O:17])[C@@H:5]([O:14][CH2:15][CH3:16])[CH2:6][C:7]1[CH:12]=[CH:11][C:10]([OH:13])=[CH:9][CH:8]=1)[CH3:2].[H-].[Na+]. Product: [CH2:1]([O:3][C:4](=[O:17])[C@@H:5]([O:14][CH2:15][CH3:16])[CH2:6][C:7]1[CH:8]=[CH:9][C:10]([OH:13])=[CH:11][CH:12]=1)[C:2]1[CH:8]=[CH:7][CH:6]=[CH:5][CH:4]=1. The catalyst class is: 11.